Dataset: Catalyst prediction with 721,799 reactions and 888 catalyst types from USPTO. Task: Predict which catalyst facilitates the given reaction. Reactant: [CH3:1][S:2]([C:5]1[CH:10]=[CH:9][C:8]([NH2:11])=[CH:7][CH:6]=1)(=[O:4])=[O:3].[F:12][C:13]1[N:21]=[C:20]2[C:16]([N:17]=[CH:18][N:19]2[CH:22]2[CH2:27][CH2:26][CH2:25][CH2:24][O:23]2)=[C:15](Cl)[N:14]=1.C(N(C(C)C)CC)(C)C. Product: [F:12][C:13]1[N:21]=[C:20]2[C:16]([N:17]=[CH:18][N:19]2[CH:22]2[CH2:27][CH2:26][CH2:25][CH2:24][O:23]2)=[C:15]([NH:11][C:8]2[CH:9]=[CH:10][C:5]([S:2]([CH3:1])(=[O:3])=[O:4])=[CH:6][CH:7]=2)[N:14]=1. The catalyst class is: 51.